This data is from NCI-60 drug combinations with 297,098 pairs across 59 cell lines. The task is: Regression. Given two drug SMILES strings and cell line genomic features, predict the synergy score measuring deviation from expected non-interaction effect. (1) Drug 1: C1C(C(OC1N2C=NC3=C2NC=NCC3O)CO)O. Drug 2: CC1CCCC2(C(O2)CC(NC(=O)CC(C(C(=O)C(C1O)C)(C)C)O)C(=CC3=CSC(=N3)C)C)C. Cell line: SF-295. Synergy scores: CSS=55.0, Synergy_ZIP=1.98, Synergy_Bliss=1.02, Synergy_Loewe=-26.9, Synergy_HSA=1.71. (2) Drug 1: C1=CC(=CC=C1CC(C(=O)O)N)N(CCCl)CCCl.Cl. Drug 2: C(CN)CNCCSP(=O)(O)O. Cell line: OVCAR3. Synergy scores: CSS=5.03, Synergy_ZIP=-0.870, Synergy_Bliss=6.56, Synergy_Loewe=-17.1, Synergy_HSA=0.514. (3) Drug 1: C(CC(=O)O)C(=O)CN.Cl. Drug 2: C1CN(CCN1C(=O)CCBr)C(=O)CCBr. Cell line: OVCAR3. Synergy scores: CSS=9.57, Synergy_ZIP=-5.13, Synergy_Bliss=2.32, Synergy_Loewe=-2.96, Synergy_HSA=0.124. (4) Drug 1: C1CCN(CC1)CCOC2=CC=C(C=C2)C(=O)C3=C(SC4=C3C=CC(=C4)O)C5=CC=C(C=C5)O. Drug 2: COCCOC1=C(C=C2C(=C1)C(=NC=N2)NC3=CC=CC(=C3)C#C)OCCOC.Cl. Cell line: MOLT-4. Synergy scores: CSS=1.06, Synergy_ZIP=-2.60, Synergy_Bliss=-3.49, Synergy_Loewe=-2.62, Synergy_HSA=-2.42. (5) Drug 1: CC1OCC2C(O1)C(C(C(O2)OC3C4COC(=O)C4C(C5=CC6=C(C=C35)OCO6)C7=CC(=C(C(=C7)OC)O)OC)O)O. Drug 2: C1CCC(C(C1)N)N.C(=O)(C(=O)[O-])[O-].[Pt+4]. Cell line: RXF 393. Synergy scores: CSS=18.8, Synergy_ZIP=-8.53, Synergy_Bliss=-8.33, Synergy_Loewe=-4.97, Synergy_HSA=-3.94. (6) Drug 1: C1=C(C(=O)NC(=O)N1)N(CCCl)CCCl. Drug 2: CC1=C(C(=O)C2=C(C1=O)N3CC4C(C3(C2COC(=O)N)OC)N4)N. Cell line: MOLT-4. Synergy scores: CSS=85.0, Synergy_ZIP=2.72, Synergy_Bliss=2.30, Synergy_Loewe=1.89, Synergy_HSA=4.87. (7) Drug 1: CC1CCC2CC(C(=CC=CC=CC(CC(C(=O)C(C(C(=CC(C(=O)CC(OC(=O)C3CCCCN3C(=O)C(=O)C1(O2)O)C(C)CC4CCC(C(C4)OC)OCCO)C)C)O)OC)C)C)C)OC. Drug 2: CN(C(=O)NC(C=O)C(C(C(CO)O)O)O)N=O. Cell line: HCT-15. Synergy scores: CSS=0.0365, Synergy_ZIP=4.99, Synergy_Bliss=-9.09, Synergy_Loewe=-10.9, Synergy_HSA=-11.9.